Task: Predict the reactants needed to synthesize the given product.. Dataset: Full USPTO retrosynthesis dataset with 1.9M reactions from patents (1976-2016) (1) Given the product [F:57][C:49]1[C:50]([CH2:54][CH2:55][OH:56])=[CH:51][CH:52]=[CH:53][C:48]=1[CH2:47][N:44]1[CH2:45][CH2:46][C:41]2([O:36][CH2:37][CH2:38][N:39]([C:33]([C:30]3[CH:29]=[C:28]([CH:25]([CH3:26])[CH3:27])[S:32][CH:31]=3)=[O:35])[CH2:40]2)[CH2:42][CH2:43]1, predict the reactants needed to synthesize it. The reactants are: CN(C(ON1N=NC2C=CC=NC1=2)=[N+](C)C)C.F[P-](F)(F)(F)(F)F.[CH:25]([C:28]1[S:32][CH:31]=[C:30]([C:33]([OH:35])=O)[CH:29]=1)([CH3:27])[CH3:26].[O:36]1[C:41]2([CH2:46][CH2:45][N:44]([CH2:47][C:48]3[C:49]([F:57])=[C:50]([CH2:54][CH2:55][OH:56])[CH:51]=[CH:52][CH:53]=3)[CH2:43][CH2:42]2)[CH2:40][NH:39][CH2:38][CH2:37]1.C(N(CC)CC)C. (2) Given the product [CH3:1][O:2][C:3](=[O:17])[NH:4][C:5]1[O:6][C:7]2[C:13]([C:24]3[CH:25]=[CH:26][C:21]([F:20])=[CH:22][CH:23]=3)=[CH:12][CH:11]=[C:10]([O:15][CH3:16])[C:8]=2[N:9]=1, predict the reactants needed to synthesize it. The reactants are: [CH3:1][O:2][C:3](=[O:17])[NH:4][C:5]1[O:6][C:7]2[C:13](I)=[CH:12][CH:11]=[C:10]([O:15][CH3:16])[C:8]=2[N:9]=1.[Cl-].[Li+].[F:20][C:21]1[CH:26]=[CH:25][C:24](B(O)O)=[CH:23][CH:22]=1.C(=O)(O)[O-].[Na+]. (3) Given the product [Br:10][C:11]1[CH:19]=[CH:18][C:17]([N+:20]([O-:22])=[O:21])=[CH:16][C:12]=1[C:13]([N:65]1[CH2:64][CH2:63][N:62]([C:45](=[O:44])[CH2:46][NH:47][C:48]([C:50]2[CH:55]=[CH:54][C:53]([C:56]3[CH:61]=[CH:60][CH:59]=[CH:58][CH:57]=3)=[CH:52][CH:51]=2)=[O:49])[CH2:67][CH2:66]1)=[O:15], predict the reactants needed to synthesize it. The reactants are: CCN(C(C)C)C(C)C.[Br:10][C:11]1[CH:19]=[CH:18][C:17]([N+:20]([O-:22])=[O:21])=[CH:16][C:12]=1[C:13]([OH:15])=O.C1C=CC2N(O)N=NC=2C=1.CCN=C=NCCCN(C)C.[O:44]=[C:45]([N:62]1[CH2:67][CH2:66][NH:65][CH2:64][CH2:63]1)[CH2:46][NH:47][C:48]([C:50]1[CH:55]=[CH:54][C:53]([C:56]2[CH:61]=[CH:60][CH:59]=[CH:58][CH:57]=2)=[CH:52][CH:51]=1)=[O:49]. (4) Given the product [ClH:10].[NH2:5][CH2:4][C:3]1[CH:6]=[C:7]([Cl:10])[CH:8]=[CH:9][C:2]=1[N:11]1[CH2:15][CH2:14][NH:13][C:12]1=[O:16], predict the reactants needed to synthesize it. The reactants are: Br[C:2]1[CH:9]=[CH:8][C:7]([Cl:10])=[CH:6][C:3]=1[C:4]#[N:5].[NH:11]1[CH2:15][CH2:14][NH:13][C:12]1=[O:16]. (5) The reactants are: [F:1][C:2]([F:19])([F:18])[C:3]1[N:4]=[C:5]([C:16]#[N:17])[N:6](COCC[Si](C)(C)C)[CH:7]=1.[F-].C([N+](CCCC)(CCCC)CCCC)CCC.OP([O-])([O-])=O.[K+].[K+].OP([O-])(O)=O.[K+]. Given the product [F:19][C:2]([F:1])([F:18])[C:3]1[N:4]=[C:5]([C:16]#[N:17])[NH:6][CH:7]=1, predict the reactants needed to synthesize it. (6) Given the product [Cl:1][C:2]1[CH:3]=[CH:4][C:5]([C:8]2[S:9][C:10]([C:20](=[O:29])[C:21]3[CH:22]=[CH:23][C:24]([O:27][CH3:28])=[CH:25][CH:26]=3)=[CH:11][C:12]=2[CH:13]([CH3:19])[C:14]([OH:16])=[O:15])=[CH:6][CH:7]=1, predict the reactants needed to synthesize it. The reactants are: [Cl:1][C:2]1[CH:7]=[CH:6][C:5]([C:8]2[S:9][C:10]([C:20](=[O:29])[C:21]3[CH:26]=[CH:25][C:24]([O:27][CH3:28])=[CH:23][CH:22]=3)=[CH:11][C:12]=2[CH:13]([CH3:19])[C:14]([O:16]CC)=[O:15])=[CH:4][CH:3]=1.O1CCCC1.[OH-].[Na+].